Predict the product of the given reaction. From a dataset of Forward reaction prediction with 1.9M reactions from USPTO patents (1976-2016). (1) Given the reactants [H-].[Na+].[I:3][C:4]1[CH:5]=[C:6]2[C:10](=[CH:11][CH:12]=1)[NH:9][C:8](=[O:13])[C:7]2([O:16][CH3:17])[O:14][CH3:15].Br[CH2:19][CH2:20][CH2:21][CH3:22].[Cl-].[NH4+], predict the reaction product. The product is: [I:3][C:4]1[CH:5]=[C:6]2[C:10](=[CH:11][CH:12]=1)[N:9]([CH2:19][CH2:20][CH2:21][CH3:22])[C:8](=[O:13])[C:7]2([O:16][CH3:17])[O:14][CH3:15]. (2) Given the reactants [CH3:1][P:2]1(=[O:14])[CH2:7][CH2:6][C:5](C(O)=O)([C:8]([OH:10])=[O:9])[CH2:4][CH2:3]1.C(=O)=O, predict the reaction product. The product is: [CH3:1][P:2]1(=[O:14])[CH2:7][CH2:6][CH:5]([C:8]([OH:10])=[O:9])[CH2:4][CH2:3]1. (3) Given the reactants [C:1]1([CH2:7][CH2:8][S:9]([N:12]2[CH2:17][CH2:16][CH:15]([CH2:18][NH2:19])[CH2:14][CH2:13]2)(=[O:11])=[O:10])[CH:6]=[CH:5][CH:4]=[CH:3][CH:2]=1.Cl[C:21]1[N:26]=[C:25]([NH2:27])[C:24]([F:28])=[CH:23][N:22]=1, predict the reaction product. The product is: [F:28][C:24]1[C:25]([NH2:27])=[N:26][C:21]([NH:19][CH2:18][CH:15]2[CH2:14][CH2:13][N:12]([S:9]([CH2:8][CH2:7][C:1]3[CH:6]=[CH:5][CH:4]=[CH:3][CH:2]=3)(=[O:10])=[O:11])[CH2:17][CH2:16]2)=[N:22][CH:23]=1. (4) Given the reactants [F:1][C:2]1[CH:3]=[CH:4][C:5]2[C:9]([CH:10]3[CH2:15][CH2:14][N:13]([CH2:16][CH2:17][CH2:18][N:19]4[C:27]5[CH2:26][CH2:25][N:24]([S:28]([CH3:31])(=[O:30])=[O:29])[CH2:23][C:22]=5[C:21]([C:32]5[CH:37]=[CH:36][C:35]([C:38]([F:41])([F:40])[F:39])=[CH:34][CH:33]=5)=[N:20]4)[CH2:12][CH2:11]3)=[C:8]([C:42](O)=[O:43])[S:7][C:6]=2[CH:45]=1.CN(C(ON1N=NC2C=CC=CC1=2)=[N+](C)C)C.F[P-](F)(F)(F)(F)F.CCN(C(C)C)C(C)C.[CH2:79]([CH2:81][NH2:82])[OH:80], predict the reaction product. The product is: [OH:80][CH2:79][CH2:81][NH:82][C:42]([C:8]1[S:7][C:6]2[CH:45]=[C:2]([F:1])[CH:3]=[CH:4][C:5]=2[C:9]=1[CH:10]1[CH2:11][CH2:12][N:13]([CH2:16][CH2:17][CH2:18][N:19]2[C:27]3[CH2:26][CH2:25][N:24]([S:28]([CH3:31])(=[O:29])=[O:30])[CH2:23][C:22]=3[C:21]([C:32]3[CH:33]=[CH:34][C:35]([C:38]([F:40])([F:41])[F:39])=[CH:36][CH:37]=3)=[N:20]2)[CH2:14][CH2:15]1)=[O:43]. (5) Given the reactants [C-:1]#[N:2].[Na+].O.Cl[CH2:6][C:7]1[CH:12]=[CH:11][C:10]([CH2:13][CH2:14][C:15]2[N:16]=[C:17]([NH:20][C:21](=[O:23])[CH3:22])[S:18][CH:19]=2)=[CH:9][CH:8]=1, predict the reaction product. The product is: [C:1]([CH2:6][C:7]1[CH:12]=[CH:11][C:10]([CH2:13][CH2:14][C:15]2[N:16]=[C:17]([NH:20][C:21](=[O:23])[CH3:22])[S:18][CH:19]=2)=[CH:9][CH:8]=1)#[N:2]. (6) Given the reactants [C:1]([NH:5][C:6](=[O:51])[NH:7][C@@H:8]([C:47]([CH3:50])([CH3:49])[CH3:48])[C:9]([N:11]1[CH2:15][C@H:14]([O:16][C:17]2[CH:22]=[C:21]([C:23]3[CH:28]=[CH:27][CH:26]=[CH:25][N:24]=3)[N:20]=[C:19]3[CH:29]=[CH:30][S:31][C:18]=23)[CH2:13][C@H:12]1[C:32]([NH:34][C@@H:35]([CH2:44][CH2:45][CH3:46])[CH:36]([OH:43])[C:37]([NH:39][CH:40]1[CH2:42][CH2:41]1)=[O:38])=[O:33])=[O:10])([CH3:4])([CH3:3])[CH3:2].CC(OI1(OC(C)=O)(OC(C)=O)OC(=O)C2C=CC=CC1=2)=O.[O-]S([O-])(=S)=O.[Na+].[Na+].C([O-])(O)=O.[Na+], predict the reaction product. The product is: [C:1]([NH:5][C:6](=[O:51])[NH:7][C@@H:8]([C:47]([CH3:50])([CH3:49])[CH3:48])[C:9]([N:11]1[CH2:15][C@H:14]([O:16][C:17]2[CH:22]=[C:21]([C:23]3[CH:28]=[CH:27][CH:26]=[CH:25][N:24]=3)[N:20]=[C:19]3[CH:29]=[CH:30][S:31][C:18]=23)[CH2:13][C@H:12]1[C:32]([NH:34][C@@H:35]([CH2:44][CH2:45][CH3:46])[C:36](=[O:43])[C:37]([NH:39][CH:40]1[CH2:42][CH2:41]1)=[O:38])=[O:33])=[O:10])([CH3:3])([CH3:4])[CH3:2].